Dataset: Forward reaction prediction with 1.9M reactions from USPTO patents (1976-2016). Task: Predict the product of the given reaction. (1) Given the reactants [Br:1][C:2]1[CH:9]=[CH:8][C:5]([CH:6]=[O:7])=[C:4]([OH:10])[CH:3]=1.[OH-].[Na+].[CH2:13](Br)[C:14]#[CH:15].C1(C)C=CC=CC=1, predict the reaction product. The product is: [Br:1][C:2]1[CH:9]=[CH:8][C:5]([CH:6]=[O:7])=[C:4]([O:10][CH2:15][C:14]#[CH:13])[CH:3]=1. (2) Given the reactants [F:1][C:2]1[C:7]([C:8]#[N:9])=[C:6]([F:10])[C:5]([F:11])=[C:4](C#N)[C:3]=1[F:14].FC1C(C=O)=C(F)C(F)=C(C=O)C=1F.FC1C(F)=CC(F)=C(F)C=1.FC1C(F)=CC(F)=C(F)C=1C#N, predict the reaction product. The product is: [F:1][C:2]1[C:3]([F:14])=[CH:4][C:5]([F:11])=[C:6]([F:10])[C:7]=1[CH2:8][NH2:9].